Dataset: Experimentally validated miRNA-target interactions with 360,000+ pairs, plus equal number of negative samples. Task: Binary Classification. Given a miRNA mature sequence and a target amino acid sequence, predict their likelihood of interaction. (1) The miRNA is hsa-miR-3942-5p with sequence AAGCAAUACUGUUACCUGAAAU. The protein sequence of the target gene is MDYFPVIFSLLFVTFQGAPETAVLGAELSTGAENGVQSPPPSTPWRPRRSKRCSCSSLMDKECVYFCHLDIIWVNTPERVVPYGLGGSSRSKRSLKDLLPNKATDQAVRCQCAHQKDKKCWNFCQAGKELRAQSTMQKSLKDSKKGKPCSKLGKKCIYQQLVEGRKLRRLEAISNSIKASFRVAKLKAELYRDQKLTHNRAH. Result: 0 (no interaction). (2) The miRNA is hsa-miR-611 with sequence GCGAGGACCCCUCGGGGUCUGAC. The protein sequence of the target gene is MAEDSESAASQQSLELDDQDTCGIDGDNEEETEHAKGSPGGDLGAKKKKKKQKRKKEKPNSGGTKSDSASDSQEIKIQQSSKHNAIWQQISAGAAMGGDTMEGEWIDLRMYHKNPTIPIQKLQDIQRAMELLSACQGPARNIDEATKRRYQFWDTQPVPKLNEVITSHGAIEPDKDNIRQEPYSLPQGFMWDTLDLSNAEVLKELYTLLNENYVEDDDNMFRFDYSPEFLLWALRPPGWLLQWHCGVRVSSNKKLVGFISAIPANIRIYDSVKRMVEINFLCVHKKLRSKRVAPVLIREI.... Result: 0 (no interaction). (3) The miRNA is hsa-miR-100-3p with sequence CAAGCUUGUAUCUAUAGGUAUG. The protein sequence of the target gene is MSAPSLRARAAGLGLLLCAVLGRAGRSDSGGRGELGQPSGVAAERPCPTTCRCLGDLLDCSRKRLARLPEPLPSWVARLDLSHNRLSFIKASSMSHLQSLREVKLNNNELETIPNLGPVSANITLLSLAGNRIVEILPEHLKEFQSLETLDLSSNNISELQTAFPALQLKYLYLNSNRVTSMEPGYFDNLANTLLVLKLNRNRISAIPPKMFKLPQLQHLELNRNKIKNVDGLTFQGLGALKSLKMQRNGVTKLMDGAFWGLSNMEILQLDHNNLTEITKGWLYGLLMLQELHLSQNAIN.... Result: 1 (interaction). (4) The miRNA is hsa-miR-4747-3p with sequence AAGGCCCGGGCUUUCCUCCCAG. The protein sequence of the target gene is MVSWGRFICLVVVTMATLSLARPSFSLVEDTTLEPEEPPTKYQISQPEVYVAAPGESLEVRCLLKDAAVISWTKDGVHLGPNNRTVLIGEYLQIKGATPRDSGLYACTASRTVDSETWYFMVNVTDAISSGDDEDDTDGAEDFVSENSNNKRAPYWTNTEKMEKRLHAVPAANTVKFRCPAGGNPMPTMRWLKNGKEFKQEHRIGGYKVRNQHWSLIMESVVPSDKGNYTCVVENEYGSINHTYHLDVVERSPHRPILQAGLPANASTVVGGDVEFVCKVYSDAQPHIQWIKHVEKNGSK.... Result: 0 (no interaction). (5) The miRNA is hsa-miR-3613-3p with sequence ACAAAAAAAAAAGCCCAACCCUUC. The protein sequence of the target gene is MSSSPVNVKKLKVSELKEELKKRRLSDKGLKADLMDRLQAALDNEAGGRPAMEPGNGSLDLGGDAAGRSGAGLEQEAAAGAEDDEEEEGIAALDGDQMELGEENGAAGAADAGAMEEEEAASEDENGDDQGFQEGEDELGDEEEGAGDENGHGEQQSQPPAAAAQQQPSQQRGAGKEAAGKSSGPTSLFAVTVAPPGARQGQQQAGGDGKTEQKGGDKKRGVKRPREDHGRGYFEYIEENKYSRAKSPQPPVEEEDEHFDDTVVCLDTYNCDLHFKISRDRLSASSLTMESFAFLWAGGR.... Result: 0 (no interaction).